This data is from Reaction yield outcomes from USPTO patents with 853,638 reactions. The task is: Predict the reaction yield, written as a fraction of the theoretical maximum amount of product (1.0 means a 100% yield; for example, 0.34 means a 34% yield). (1) The yield is 0.900. The reactants are C([Si]([O:8][CH2:9][C:10]1[CH:15]=[C:14]([N+:16]([O-:18])=[O:17])[CH:13]=[CH:12][C:11]=1[N:19]=[C:20]=S)(C)C)(C)(C)C.[F:22][C:23]1[CH:24]=[C:25]2[C:29](=[CH:30][CH:31]=1)[CH:28]([NH2:32])[CH2:27][CH2:26]2. No catalyst specified. The product is [F:22][C:23]1[CH:24]=[C:25]2[C:29](=[CH:30][CH:31]=1)[CH:28]([NH:32][C:20]1[O:8][CH2:9][C:10]3[CH:15]=[C:14]([N+:16]([O-:18])=[O:17])[CH:13]=[CH:12][C:11]=3[N:19]=1)[CH2:27][CH2:26]2. (2) The reactants are [CH2:1]([O:3][C:4](=[O:16])/[CH:5]=[CH:6]/[C:7]1[CH:12]=[CH:11][CH:10]=[CH:9][C:8]=1[N+:13]([O-:15])=[O:14])[CH3:2].[SH3+].[Br-].[CH2:19]([S+]1CCCC1)[C:20]1[CH:25]=[CH:24][CH:23]=[CH:22][CH:21]=1.[Li+].C[Si]([N-][Si](C)(C)C)(C)C. The catalyst is C(Cl)Cl.C1COCC1. The product is [CH2:1]([O:3][C:4]([C@@H:5]1[C@H:19]([C:20]2[CH:25]=[CH:24][CH:23]=[CH:22][CH:21]=2)[C@H:6]1[C:7]1[CH:12]=[CH:11][CH:10]=[CH:9][C:8]=1[N+:13]([O-:15])=[O:14])=[O:16])[CH3:2]. The yield is 0.510. (3) The reactants are [OH:1][CH2:2][CH:3]1[CH2:8][CH2:7][N:6]([C:9]([O:11][C:12]([CH3:15])([CH3:14])[CH3:13])=[O:10])[CH2:5][CH2:4]1.Br[C:17]1[CH:22]=[N:21][C:20]([I:23])=[CH:19][N:18]=1.[H-].[Na+].O. The catalyst is C1COCC1. The product is [I:23][C:20]1[N:21]=[CH:22][C:17]([O:1][CH2:2][CH:3]2[CH2:8][CH2:7][N:6]([C:9]([O:11][C:12]([CH3:15])([CH3:14])[CH3:13])=[O:10])[CH2:5][CH2:4]2)=[N:18][CH:19]=1. The yield is 0.760. (4) The catalyst is CO. The reactants are [OH-].[Na+].[CH:3]1([N:6]2[C:15]3[C:10](=[C:11]([NH:29]C(=O)C(F)(F)F)[C:12]([F:28])=[C:13]([NH:18][CH2:19][CH2:20][NH:21][C:22]4[CH:27]=[CH:26][CH:25]=[CH:24][N:23]=4)[C:14]=3[O:16][CH3:17])[C:9](=[O:36])[C:8]([C:37]#[N:38])=[CH:7]2)[CH2:5][CH2:4]1.O. The yield is 0.740. The product is [NH2:29][C:11]1[C:12]([F:28])=[C:13]([NH:18][CH2:19][CH2:20][NH:21][C:22]2[CH:27]=[CH:26][CH:25]=[CH:24][N:23]=2)[C:14]([O:16][CH3:17])=[C:15]2[C:10]=1[C:9](=[O:36])[C:8]([C:37]#[N:38])=[CH:7][N:6]2[CH:3]1[CH2:4][CH2:5]1. (5) The catalyst is [Br-].C([N+](CCCC)(CCCC)CCCC)CCC.C(OCC)(=O)C. The yield is 0.820. The reactants are [Br:1][C:2]1[CH:14]=[CH:13][C:12]2[C:11]3[C:6](=[CH:7][CH:8]=[CH:9][CH:10]=3)[CH2:5][C:4]=2[CH:3]=1.[OH-].[Na+].I[CH2:18][CH3:19].[C:20]1(C)C=CC=C[CH:21]=1. The product is [Br:1][C:2]1[CH:14]=[CH:13][C:12]2[C:11]3[C:6](=[CH:7][CH:8]=[CH:9][CH:10]=3)[C:5]([CH2:18][CH3:19])([CH2:20][CH3:21])[C:4]=2[CH:3]=1. (6) The catalyst is C(#N)C.O.C1C=CC(P(C2C=CC=CC=2)[C-]2C=CC=C2)=CC=1.C1C=CC(P(C2C=CC=CC=2)[C-]2C=CC=C2)=CC=1.Cl[Pd]Cl.[Fe+2].ClCCl. The reactants are [F:1][C:2]([F:13])([F:12])[C:3]1[N:8]=[CH:7][C:6](B(O)O)=[CH:5][N:4]=1.[Cl:14][C:15]1[CH:20]=[C:19](Cl)[N:18]=[CH:17][N:16]=1.C(=O)([O-])[O-].[Cs+].[Cs+]. The yield is 0.573. The product is [Cl:14][C:15]1[N:16]=[CH:17][N:18]=[C:19]([C:6]2[CH:5]=[N:4][C:3]([C:2]([F:13])([F:12])[F:1])=[N:8][CH:7]=2)[CH:20]=1. (7) The reactants are [Br:1][C:2]1[CH:7]=[CH:6][C:5]([Cl:8])=[CH:4][C:3]=1[CH2:9][CH2:10][NH2:11].C(=O)([O-])[O-].[Na+].[Na+].Cl[C:19]([O:21][C:22]1[CH:27]=[CH:26][C:25]([N+:28]([O-:30])=[O:29])=[CH:24][CH:23]=1)=[O:20]. The catalyst is ClCCCl.O. The product is [Br:1][C:2]1[CH:7]=[CH:6][C:5]([Cl:8])=[CH:4][C:3]=1[CH2:9][CH2:10][NH:11][C:19](=[O:20])[O:21][C:22]1[CH:23]=[CH:24][C:25]([N+:28]([O-:30])=[O:29])=[CH:26][CH:27]=1. The yield is 0.840. (8) The reactants are C(=O)([O-])[O-].[K+].[K+].C[Si]([C:11]#[C:12][C:13]1[CH:14]=[C:15]([CH:18]=[CH:19][CH:20]=1)[C:16]#[N:17])(C)C.Cl. The catalyst is CO. The product is [C:12]([C:13]1[CH:14]=[C:15]([CH:18]=[CH:19][CH:20]=1)[C:16]#[N:17])#[CH:11]. The yield is 0.920.